Dataset: Catalyst prediction with 721,799 reactions and 888 catalyst types from USPTO. Task: Predict which catalyst facilitates the given reaction. (1) Reactant: Cl[C:2]1[CH:7]=[C:6]([O:8][CH2:9][C:10]#[CH:11])[N:5]=[CH:4][N:3]=1.C(=O)([O-])[O-].[K+].[K+].[CH3:18][O:19][C:20]1[CH:25]=[CH:24][C:23]([OH:26])=[CH:22][CH:21]=1.[Cl-].[NH4+]. Product: [CH3:18][O:19][C:20]1[CH:25]=[CH:24][C:23]([O:26][C:2]2[CH:7]=[C:6]([O:8][CH2:9][C:10]#[CH:11])[N:5]=[CH:4][N:3]=2)=[CH:22][CH:21]=1. The catalyst class is: 9. (2) Reactant: [NH2:1][C:2]1[CH:3]=[C:4]2[O:10][C:9]([C:11]3[CH:12]=[C:13]([NH:18][C:19]([N:21]4[CH2:25][CH2:24][CH2:23][CH2:22]4)=[O:20])[CH:14]=[CH:15][C:16]=3[Cl:17])=[N:8][C:5]2=[N:6][CH:7]=1.Cl[C:27]([O:29][CH:30]([CH3:32])[CH3:31])=[O:28].N1C=CC=CC=1. Product: [CH:30]([O:29][C:27](=[O:28])[NH:1][C:2]1[CH:3]=[C:4]2[O:10][C:9]([C:11]3[CH:12]=[C:13]([NH:18][C:19]([N:21]4[CH2:25][CH2:24][CH2:23][CH2:22]4)=[O:20])[CH:14]=[CH:15][C:16]=3[Cl:17])=[N:8][C:5]2=[N:6][CH:7]=1)([CH3:32])[CH3:31]. The catalyst class is: 57. (3) Reactant: CN(C(ON1N=NC2C=CC=NC1=2)=[N+](C)C)C.F[P-](F)(F)(F)(F)F.[N:25]1[CH:30]=[CH:29][CH:28]=[CH:27][C:26]=1[NH:31][C:32]1[CH:47]=[CH:46][C:35]([O:36][C:37]2[N:45]=[CH:44][CH:43]=[CH:42][C:38]=2[C:39]([OH:41])=O)=[CH:34][CH:33]=1.C(N(C(C)C)CC)(C)C.[CH2:57]([NH2:61])[CH:58]([CH3:60])[CH3:59]. Product: [CH2:57]([NH:61][C:39](=[O:41])[C:38]1[CH:42]=[CH:43][CH:44]=[N:45][C:37]=1[O:36][C:35]1[CH:34]=[CH:33][C:32]([NH:31][C:26]2[CH:27]=[CH:28][CH:29]=[CH:30][N:25]=2)=[CH:47][CH:46]=1)[CH:58]([CH3:60])[CH3:59]. The catalyst class is: 3. (4) Reactant: [CH2:1]([O:3][C:4]([C:6]1([NH:15][C:16](=[O:25])[C:17]2[CH:22]=[CH:21][CH:20]=[C:19](Br)[C:18]=2[CH3:24])[CH2:14][C:13]2[C:8](=[CH:9][CH:10]=[CH:11][CH:12]=2)[CH2:7]1)=[O:5])[CH3:2].[CH3:26][C:27]([CH3:32])=[CH:28]B(O)O. Product: [CH2:1]([O:3][C:4]([C:6]1([NH:15][C:16](=[O:25])[C:17]2[CH:22]=[CH:21][CH:20]=[C:19]([CH:26]=[C:27]([CH3:32])[CH3:28])[C:18]=2[CH3:24])[CH2:14][C:13]2[C:8](=[CH:9][CH:10]=[CH:11][CH:12]=2)[CH2:7]1)=[O:5])[CH3:2]. The catalyst class is: 634. (5) Reactant: [CH3:1][C:2]1[CH:3]=[C:4]2[C:9](=[O:10])[O:8][C:6](=[O:7])[C:5]2=[CH:11][CH:12]=1.CC(O)=O.[BH4-].[Na+]. The catalyst class is: 1. Product: [CH3:1][C:2]1[CH:3]=[C:4]2[C:5]([CH2:6][O:8][C:9]2=[O:10])=[CH:11][CH:12]=1.[CH3:1][C:2]1[CH:3]=[C:4]2[C:5](=[CH:11][CH:12]=1)[C:6](=[O:7])[O:8][CH2:9]2. (6) The catalyst class is: 8. Product: [I-:9].[C:27]1([P+:20]([C:14]2[CH:15]=[CH:16][CH:17]=[CH:18][CH:19]=2)([C:21]2[CH:26]=[CH:25][CH:24]=[CH:23][CH:22]=2)[CH2:8][CH2:7][CH2:6][C:5]#[C:4][Si:3]([CH3:1])([CH3:10])[CH3:12])[CH:28]=[CH:29][CH:30]=[CH:31][CH:32]=1. Reactant: [CH2:1]([Si:3]([CH2:12]C)([CH2:10]C)[C:4]#[C:5][CH2:6][CH2:7][CH2:8][I:9])C.[C:14]1([P:20]([C:27]2[CH:32]=[CH:31][CH:30]=[CH:29][CH:28]=2)[C:21]2[CH:26]=[CH:25][CH:24]=[CH:23][CH:22]=2)[CH:19]=[CH:18][CH:17]=[CH:16][CH:15]=1.C(OCC)C.